This data is from Forward reaction prediction with 1.9M reactions from USPTO patents (1976-2016). The task is: Predict the product of the given reaction. The product is: [F:14][C:2]([F:1])([CH3:13])[CH2:3][CH2:4][CH2:5][CH2:6][N:7]1[CH:11]=[C:10]([NH:12][C:21]([C:19]2[N:20]=[C:16]([CH3:15])[O:17][C:18]=2[C:24]2[CH:25]=[C:26]([CH3:30])[CH:27]=[CH:28][CH:29]=2)=[O:22])[CH:9]=[N:8]1. Given the reactants [F:1][C:2]([F:14])([CH3:13])[CH2:3][CH2:4][CH2:5][CH2:6][N:7]1[CH:11]=[C:10]([NH2:12])[CH:9]=[N:8]1.[CH3:15][C:16]1[O:17][C:18]([C:24]2[CH:25]=[C:26]([CH3:30])[CH:27]=[CH:28][CH:29]=2)=[C:19]([C:21](O)=[O:22])[N:20]=1, predict the reaction product.